From a dataset of Catalyst prediction with 721,799 reactions and 888 catalyst types from USPTO. Predict which catalyst facilitates the given reaction. Reactant: C(O[C:4]([C:6]1[C:15](=S)[C:14]2[C:9](=[C:10]([Cl:17])[CH:11]=[CH:12][CH:13]=2)[N:8]([CH2:18][C:19]2[CH:24]=[CH:23][C:22]([N:25]3[CH:29]=[CH:28][CH:27]=[N:26]3)=[CH:21][CH:20]=2)[N:7]=1)=[O:5])C.C(=O)([O-])[O-].[K+].[K+].[CH3:36][C:37]1[CH:42]=[CH:41][CH:40]=[CH:39][C:38]=1[NH:43][NH2:44]. Product: [Cl:17][C:10]1[C:9]2[N:8]([CH2:18][C:19]3[CH:20]=[CH:21][C:22]([N:25]4[CH:29]=[CH:28][CH:27]=[N:26]4)=[CH:23][CH:24]=3)[N:7]=[C:6]3[C:4](=[O:5])[N:43]([C:38]4[CH:39]=[CH:40][CH:41]=[CH:42][C:37]=4[CH3:36])[N:44]=[C:15]3[C:14]=2[CH:13]=[CH:12][CH:11]=1. The catalyst class is: 149.